The task is: Predict which catalyst facilitates the given reaction.. This data is from Catalyst prediction with 721,799 reactions and 888 catalyst types from USPTO. (1) Reactant: [F:1][C:2]1[CH:7]=[C:6]([F:8])[CH:5]=[CH:4][C:3]=1[N:9]1[C:13](=[O:14])[C:12]([C:15]([OH:17])=O)=[CH:11][N:10]1[CH3:18].[NH2:19][C:20]1[CH:41]=[CH:40][C:23]([O:24][C:25]2[CH:26]=[CH:27][C:28]3[N:29]([CH:31]=[C:32]([NH:34][C:35]([CH:37]4[CH2:39][CH2:38]4)=[O:36])[N:33]=3)[CH:30]=2)=[C:22]([F:42])[CH:21]=1.CN(C(ON1N=NC2C=CC=NC1=2)=[N+](C)C)C.F[P-](F)(F)(F)(F)F.C(N(CC)C(C)C)(C)C. Product: [CH:37]1([C:35]([NH:34][C:32]2[N:33]=[C:28]3[CH:27]=[CH:26][C:25]([O:24][C:23]4[CH:40]=[CH:41][C:20]([NH:19][C:15]([C:12]5[C:13](=[O:14])[N:9]([C:3]6[CH:4]=[CH:5][C:6]([F:8])=[CH:7][C:2]=6[F:1])[N:10]([CH3:18])[CH:11]=5)=[O:17])=[CH:21][C:22]=4[F:42])=[CH:30][N:29]3[CH:31]=2)=[O:36])[CH2:38][CH2:39]1. The catalyst class is: 9. (2) Reactant: [Br:1][C:2]1[CH:3]=[CH:4][C:5]2[O:14][CH2:13][CH2:12][N:11]3[C:7](=[N:8][C:9](I)=[CH:10]3)[C:6]=2[CH:16]=1.CC1(C)C(C)(C)OB([C:25]2[C:26]([C:30]([F:33])([F:32])[F:31])=[N:27][NH:28][CH:29]=2)O1.C(Cl)Cl.C([O-])([O-])=O.[Cs+].[Cs+]. Product: [Br:1][C:2]1[CH:3]=[CH:4][C:5]2[O:14][CH2:13][CH2:12][N:11]3[C:7](=[N:8][C:9]([C:25]4[C:26]([C:30]([F:33])([F:32])[F:31])=[N:27][NH:28][CH:29]=4)=[CH:10]3)[C:6]=2[CH:16]=1. The catalyst class is: 38. (3) The catalyst class is: 168. Reactant: CS(OS(C)(=O)=O)(=O)=O.O[CH2:11][C:12]1[CH:13]=[CH:14][C:15]2[CH:20]([NH:21][C:22](=[O:45])[CH2:23][CH:24]([NH:31][S:32]([C:35]3[CH:44]=[CH:43][C:42]4[C:37](=[CH:38][CH:39]=[CH:40][CH:41]=4)[CH:36]=3)(=[O:34])=[O:33])[C:25]3[CH:30]=[CH:29][CH:28]=[CH:27][CH:26]=3)[CH2:19][S:18](=[O:47])(=[O:46])[N:17]([CH3:48])[C:16]=2[CH:49]=1.[CH3:50][N:51]1CCOC[CH2:52]1.N(C)C.S([O-])(=O)(=O)C. Product: [CH3:50][N:51]([CH2:11][C:12]1[CH:13]=[CH:14][C:15]2[CH:20]([NH:21][C:22](=[O:45])[CH2:23][CH:24]([NH:31][S:32]([C:35]3[CH:44]=[CH:43][C:42]4[C:37](=[CH:38][CH:39]=[CH:40][CH:41]=4)[CH:36]=3)(=[O:33])=[O:34])[C:25]3[CH:30]=[CH:29][CH:28]=[CH:27][CH:26]=3)[CH2:19][S:18](=[O:47])(=[O:46])[N:17]([CH3:48])[C:16]=2[CH:49]=1)[CH3:52]. (4) Reactant: [CH3:1][O:2][C:3]([C:5]1[N:6]=[CH:7][C:8]([N:11]2[CH2:16][CH2:15][N:14](C(OC(C)(C)C)=O)[CH2:13][C@H:12]2[CH3:24])=[N:9][CH:10]=1)=[O:4].Cl. Product: [CH3:1][O:2][C:3]([C:5]1[N:6]=[CH:7][C:8]([N:11]2[CH2:16][CH2:15][NH:14][CH2:13][C@H:12]2[CH3:24])=[N:9][CH:10]=1)=[O:4]. The catalyst class is: 5. (5) Reactant: [CH3:1][O:2][CH2:3][CH2:4][CH2:5][N:6]1[C:14]2[C:9](=[CH:10][CH:11]=[C:12]([CH3:15])[CH:13]=2)[C:8]([CH3:17])([CH3:16])[C:7]1=[O:18].[Br:19]N1C(=O)CCC1=O.N(C(C)(C)C#N)=NC(C)(C)C#N.C(OOC(=O)C1C=CC=CC=1)(=O)C1C=CC=CC=1.C1(=O)NC(=O)CC1. Product: [Br:19][CH2:15][C:12]1[CH:13]=[C:14]2[C:9]([C:8]([CH3:16])([CH3:17])[C:7](=[O:18])[N:6]2[CH2:5][CH2:4][CH2:3][O:2][CH3:1])=[CH:10][CH:11]=1. The catalyst class is: 53. (6) Reactant: [CH2:1]([O:8][C:9]([NH:11][C@@H:12]([CH2:17][O:18][CH2:19][CH2:20][N:21](C(OC(C)(C)C)=O)[CH3:22])[C:13]([O:15][CH3:16])=[O:14])=[O:10])[C:2]1[CH:7]=[CH:6][CH:5]=[CH:4][CH:3]=1. Product: [CH2:1]([O:8][C:9]([NH:11][C@@H:12]([CH2:17][O:18][CH2:19][CH2:20][NH:21][CH3:22])[C:13]([O:15][CH3:16])=[O:14])=[O:10])[C:2]1[CH:3]=[CH:4][CH:5]=[CH:6][CH:7]=1. The catalyst class is: 157. (7) Reactant: N1C=CC=CC=1.CC(OI1(OC(C)=O)(OC(C)=O)OC(=O)C2C=CC=CC1=2)=O.[Cl:29][C:30]1[CH:35]=[CH:34][C:33]([C:36]2[CH:37]=[CH:38][C:39]([C:42]#[C:43][C:44]3[CH:45]=[CH:46][C:47]([CH2:50][CH2:51][CH2:52][OH:53])=[N:48][CH:49]=3)=[N:40][CH:41]=2)=[CH:32][CH:31]=1.C(=O)(O)[O-].[Na+]. Product: [Cl:29][C:30]1[CH:35]=[CH:34][C:33]([C:36]2[CH:37]=[CH:38][C:39]([C:42]#[C:43][C:44]3[CH:45]=[CH:46][C:47]([CH2:50][CH2:51][CH:52]=[O:53])=[N:48][CH:49]=3)=[N:40][CH:41]=2)=[CH:32][CH:31]=1. The catalyst class is: 2. (8) Reactant: C(OC(=O)[N:7]([C@@H:10]([CH3:45])[C:11]([NH:13][C@@H:14]([CH:39]1[CH2:44][CH2:43][CH2:42][CH2:41][CH2:40]1)[C:15]([N:17]1[C@H:22]([C:23](=[O:35])[NH:24][C@H:25]2[C:34]3[C:29](=[CH:30][CH:31]=[CH:32][CH:33]=3)[O:28][CH2:27][CH2:26]2)[CH2:21][N:20]2[CH2:36][CH2:37][CH2:38][C@@H:19]2[CH2:18]1)=[O:16])=[O:12])[CH2:8][CH3:9])(C)(C)C.C(OCC)(=O)C.[ClH:53]. Product: [ClH:53].[ClH:53].[CH:39]1([C@H:14]([NH:13][C:11](=[O:12])[C@H:10]([CH3:45])[NH:7][CH2:8][CH3:9])[C:15]([N:17]2[C@H:22]([C:23]([NH:24][C@H:25]3[C:34]4[C:29](=[CH:30][CH:31]=[CH:32][CH:33]=4)[O:28][CH2:27][CH2:26]3)=[O:35])[CH2:21][N:20]3[CH2:36][CH2:37][CH2:38][C@@H:19]3[CH2:18]2)=[O:16])[CH2:44][CH2:43][CH2:42][CH2:41][CH2:40]1. The catalyst class is: 13.